This data is from HIV replication inhibition screening data with 41,000+ compounds from the AIDS Antiviral Screen. The task is: Binary Classification. Given a drug SMILES string, predict its activity (active/inactive) in a high-throughput screening assay against a specified biological target. The molecule is C[N+](C)(C)C=Nc1cccc2c1CCCC2.[I-]. The result is 0 (inactive).